Dataset: NCI-60 drug combinations with 297,098 pairs across 59 cell lines. Task: Regression. Given two drug SMILES strings and cell line genomic features, predict the synergy score measuring deviation from expected non-interaction effect. (1) Drug 1: C1=C(C(=O)NC(=O)N1)F. Drug 2: CC1=C(C(=O)C2=C(C1=O)N3CC4C(C3(C2COC(=O)N)OC)N4)N. Cell line: HL-60(TB). Synergy scores: CSS=92.3, Synergy_ZIP=-2.63, Synergy_Bliss=-9.32, Synergy_Loewe=-5.01, Synergy_HSA=-2.84. (2) Drug 1: C1CN1P(=S)(N2CC2)N3CC3. Drug 2: CN(C(=O)NC(C=O)C(C(C(CO)O)O)O)N=O. Cell line: RXF 393. Synergy scores: CSS=-3.47, Synergy_ZIP=1.39, Synergy_Bliss=0.305, Synergy_Loewe=-5.70, Synergy_HSA=-3.16. (3) Drug 1: C1CCC(CC1)NC(=O)N(CCCl)N=O. Drug 2: C1CC(C1)(C(=O)O)C(=O)O.[NH2-].[NH2-].[Pt+2]. Cell line: UACC-257. Synergy scores: CSS=17.7, Synergy_ZIP=-4.51, Synergy_Bliss=3.29, Synergy_Loewe=1.71, Synergy_HSA=1.75.